Task: Predict the reactants needed to synthesize the given product.. Dataset: Full USPTO retrosynthesis dataset with 1.9M reactions from patents (1976-2016) (1) Given the product [Cl:14][C:15]1[CH:20]=[C:19]([C:6]2[CH:7]=[C:2]([Br:1])[CH:3]=[CH:4][C:5]=2[O:11][CH2:12][CH3:13])[N:18]=[CH:17][N:16]=1, predict the reactants needed to synthesize it. The reactants are: [Br:1][C:2]1[CH:3]=[CH:4][C:5]([O:11][CH2:12][CH3:13])=[C:6](B(O)O)[CH:7]=1.[Cl:14][C:15]1[CH:20]=[C:19](Cl)[N:18]=[CH:17][N:16]=1. (2) Given the product [ClH:74].[CH3:20][C:19]([C:21]([NH:23][C@H:24]([C:28]([N:30]([C@@H:32]([C@@H:64]([CH3:67])[CH2:65][CH3:66])[C@H:33]([O:62][CH3:63])[CH2:34][C:35]([N:37]1[CH2:41][CH2:40][CH2:39][C@H:38]1[C@H:42]([O:60][CH3:61])[C@@H:43]([CH3:59])[C:44]([NH:46][C@@H:47]([CH2:52][C:53]1[CH:58]=[CH:57][CH:56]=[CH:55][CH:54]=1)[C:48]([O:50][CH3:51])=[O:49])=[S:45])=[O:36])[CH3:31])=[O:29])[CH:25]([CH3:27])[CH3:26])=[O:22])([CH3:68])[NH2:18], predict the reactants needed to synthesize it. The reactants are: C1C2C(COC([NH:18][C:19]([CH3:68])([C:21]([NH:23][C@H:24]([C:28]([N:30]([C@@H:32]([C@@H:64]([CH3:67])[CH2:65][CH3:66])[C@H:33]([O:62][CH3:63])[CH2:34][C:35]([N:37]3[CH2:41][CH2:40][CH2:39][C@H:38]3[C@H:42]([O:60][CH3:61])[C@@H:43]([CH3:59])[C:44]([NH:46][C@@H:47]([CH2:52][C:53]3[CH:58]=[CH:57][CH:56]=[CH:55][CH:54]=3)[C:48]([O:50][CH3:51])=[O:49])=[S:45])=[O:36])[CH3:31])=[O:29])[CH:25]([CH3:27])[CH3:26])=[O:22])[CH3:20])=O)C3C(=CC=CC=3)C=2C=CC=1.C(NCC)C.[Cl:74]CCl. (3) The reactants are: [C:1]([O:5][C:6]([NH:8][CH2:9][C:10]1[CH:15]=[CH:14][C:13]([N:16]2[C:22]3[CH:23]=[CH:24][CH:25]=[CH:26][C:21]=3[NH:20][C:19](=[O:27])[CH2:18][C:17]2=[O:28])=[CH:12][CH:11]=1)=[O:7])([CH3:4])([CH3:3])[CH3:2].C(=O)([O-])[O-].[K+].[K+].[N+:35]([C:38]1[CH:45]=[CH:44][C:41]([CH2:42]Cl)=[CH:40][CH:39]=1)([O-:37])=[O:36]. Given the product [C:1]([O:5][C:6]([NH:8][CH2:9][C:10]1[CH:11]=[CH:12][C:13]([N:16]2[C:22]3[CH:23]=[CH:24][CH:25]=[CH:26][C:21]=3[N:20]([CH2:42][C:41]3[CH:44]=[CH:45][C:38]([N+:35]([O-:37])=[O:36])=[CH:39][CH:40]=3)[C:19](=[O:27])[CH2:18][C:17]2=[O:28])=[CH:14][CH:15]=1)=[O:7])([CH3:4])([CH3:2])[CH3:3], predict the reactants needed to synthesize it. (4) Given the product [OH:14][C:9]1[CH:8]=[CH:7][C:6]([CH3:5])=[CH:22][C:10]=1[CH:11]([C:16]1[CH:17]=[CH:18][CH:19]=[CH:20][CH:21]=1)[CH2:12][CH2:13][OH:15], predict the reactants needed to synthesize it. The reactants are: [BH4-].[Na+].[OH-].[Na+].[CH3:5][C:6]1[CH:7]=[CH:8][C:9]2[O:14][C:13](=[O:15])[CH2:12][CH:11]([C:16]3[CH:21]=[CH:20][CH:19]=[CH:18][CH:17]=3)[C:10]=2[CH:22]=1.Cl. (5) The reactants are: [C:1]([CH2:3][C:4]([OH:6])=O)#[N:2].[NH2:7][C:8]([O:10][CH2:11][CH3:12])=[O:9].C1(C)C=CC=CC=1.P(Cl)(Cl)(Cl)=O. Given the product [C:1]([CH2:3][C:4]([NH:7][C:8]([O:10][CH2:11][CH3:12])=[O:9])=[O:6])#[N:2], predict the reactants needed to synthesize it.